From a dataset of Buchwald-Hartwig C-N cross coupling reaction yields with 55,370 reactions. Predict the reaction yield, written as a fraction of the theoretical maximum amount of product (1.0 means a 100% yield; for example, 0.34 means a 34% yield). (1) The reactants are Clc1cccnc1.Cc1ccc(N)cc1.O=S(=O)(O[Pd]1c2ccccc2-c2ccccc2N~1)C(F)(F)F.CC(C)c1cc(C(C)C)c(-c2ccccc2P(C(C)(C)C)C(C)(C)C)c(C(C)C)c1.CN1CCCN2CCCN=C12.CCOC(=O)c1cc(C)no1. No catalyst specified. The product is Cc1ccc(Nc2cccnc2)cc1. The yield is 0.0417. (2) The reactants are Clc1ccccn1.Cc1ccc(N)cc1.O=S(=O)(O[Pd]1c2ccccc2-c2ccccc2N~1)C(F)(F)F.COc1ccc(OC)c(P(C(C)(C)C)C(C)(C)C)c1-c1c(C(C)C)cc(C(C)C)cc1C(C)C.CCN=P(N=P(N(C)C)(N(C)C)N(C)C)(N(C)C)N(C)C.COC(=O)c1ccno1. No catalyst specified. The product is Cc1ccc(Nc2ccccn2)cc1. The yield is 0.163.